This data is from Reaction yield outcomes from USPTO patents with 853,638 reactions. The task is: Predict the reaction yield, written as a fraction of the theoretical maximum amount of product (1.0 means a 100% yield; for example, 0.34 means a 34% yield). The reactants are [CH3:1][O:2][C:3]1[C:8]2[O:9][CH2:10][O:11][C:7]=2[CH:6]=[C:5]([CH2:12]O)[CH:4]=1.C([O-])(O)=O.[Na+].O=S(Cl)[Cl:21]. No catalyst specified. The product is [Cl:21][CH2:12][C:5]1[CH:4]=[C:3]([O:2][CH3:1])[C:8]2[O:9][CH2:10][O:11][C:7]=2[CH:6]=1. The yield is 0.940.